Dataset: Catalyst prediction with 721,799 reactions and 888 catalyst types from USPTO. Task: Predict which catalyst facilitates the given reaction. (1) Reactant: [Cl:1][C:2]1[C:11]2[C:6](=[CH:7][CH:8]=[CH:9][CH:10]=2)[C:5]([N:12]2[CH2:17][CH2:16][N:15](C(OC(C)(C)C)=O)[CH2:14][C@H:13]2[CH3:25])=[N:4][N:3]=1.FC(F)(F)C(O)=O.C([O-])(O)=O.[Na+]. Product: [Cl:1][C:2]1[C:11]2[C:6](=[CH:7][CH:8]=[CH:9][CH:10]=2)[C:5]([N:12]2[CH2:17][CH2:16][NH:15][CH2:14][C@H:13]2[CH3:25])=[N:4][N:3]=1. The catalyst class is: 4. (2) Reactant: Br[C:2]1[O:3][C:4]([CH3:7])=[N:5][N:6]=1.C([Mg]Cl)(C)C.[CH3:13][C:14]([CH3:24])([CH3:23])/[CH:15]=[N:16]/[S:17]([C:19]([CH3:22])([CH3:21])[CH3:20])=[O:18]. Product: [CH3:13][C:14]([CH3:24])([CH3:23])[CH:15]([NH:16][S:17]([C:19]([CH3:22])([CH3:21])[CH3:20])=[O:18])[C:2]1[O:3][C:4]([CH3:7])=[N:5][N:6]=1. The catalyst class is: 182.